Dataset: Reaction yield outcomes from USPTO patents with 853,638 reactions. Task: Predict the reaction yield, written as a fraction of the theoretical maximum amount of product (1.0 means a 100% yield; for example, 0.34 means a 34% yield). (1) The reactants are [Cl:1][C:2]1[CH:7]=[CH:6][C:5]([C:8]2[N:12]([C:13]3[CH:18]=[CH:17][C:16]([S:19]([NH2:22])(=[O:21])=[O:20])=[CH:15][CH:14]=3)[N:11]=[C:10](CC#N)[CH:9]=2)=[CH:4][CH:3]=1.Cl.[Li+].[OH-:28].[CH2:29]([OH:31])[CH3:30]. The catalyst is O. The product is [NH2:22][S:19]([C:16]1[CH:17]=[CH:18][C:13]([N:12]2[C:8]([C:5]3[CH:6]=[CH:7][C:2]([Cl:1])=[CH:3][CH:4]=3)=[CH:9][C:10]([CH2:30][C:29]([OH:28])=[O:31])=[N:11]2)=[CH:14][CH:15]=1)(=[O:21])=[O:20]. The yield is 0.760. (2) The reactants are [CH3:1][O:2][C:3](=[O:18])[C:4]1[C:5](=[C:10]([CH3:17])[C:11]([CH2:15][CH3:16])=[CH:12][C:13]=1[OH:14])[C:6]([O:8][CH3:9])=[O:7].C(=O)([O-])[O-].[K+].[K+].[CH2:25](Br)[CH:26]=[CH2:27]. The catalyst is CN(C=O)C. The product is [CH3:1][O:2][C:3](=[O:18])[C:4]1[C:5](=[C:10]([CH3:17])[C:11]([CH2:15][CH3:16])=[CH:12][C:13]=1[O:14][CH2:27][CH:26]=[CH2:25])[C:6]([O:8][CH3:9])=[O:7]. The yield is 0.830. (3) The reactants are [N:1]1([C:5]([C:7]2[C:17]([CH2:18][CH2:19][C@@H:20]([OH:28])[C:21]3[CH:26]=[CH:25][CH:24]=[CH:23][C:22]=3[CH3:27])=[C:16](O)[C:10]3[N:11]=[C:12]([CH3:15])[N:13]([CH3:14])[C:9]=3[CH:8]=2)=[O:6])[CH2:4][CH2:3][CH2:2]1.C1(P(C2C=CC=CC=2)C2C=CC=CC=2)C=CC=CC=1.CC(OC(/N=N/C(OC(C)C)=O)=O)C. The catalyst is O1CCCC1. The product is [N:1]1([C:5]([C:7]2[C:17]3[CH2:18][CH2:19][C@@H:20]([C:21]4[CH:26]=[CH:25][CH:24]=[CH:23][C:22]=4[CH3:27])[O:28][C:16]=3[C:10]3[N:11]=[C:12]([CH3:15])[N:13]([CH3:14])[C:9]=3[CH:8]=2)=[O:6])[CH2:2][CH2:3][CH2:4]1. The yield is 0.860. (4) The reactants are COC1C=C(OC)C=CC=1C[NH:6][C:7]1[CH:16]=[N:15][C:14]2[C:9](=[CH:10][C:11]([CH3:17])=[CH:12][CH:13]=2)[N:8]=1.[C:24]([OH:30])([C:26]([F:29])([F:28])[F:27])=[O:25]. The catalyst is C(Cl)Cl. The product is [F:27][C:26]([F:29])([F:28])[C:24]([OH:30])=[O:25].[CH3:17][C:11]1[CH:10]=[C:9]2[C:14]([N:15]=[CH:16][C:7]([NH2:6])=[N:8]2)=[CH:13][CH:12]=1. The yield is 0.850. (5) The reactants are [Br:1][C:2]1[C:3]([F:12])=[C:4]([C:8]([Cl:11])=[CH:9][CH:10]=1)[C:5]([OH:7])=O.C(Cl)(=O)C(Cl)=O.[NH2:19][C:20]1[N:24]([C:25]2[CH:30]=[CH:29][CH:28]=[CH:27][CH:26]=2)[N:23]=[C:22]([C:31]#[N:32])[CH:21]=1.C(N(CC)CC)C.[OH-].[Na+]. The catalyst is C(Cl)Cl.CN(C=O)C.CC#N. The product is [Br:1][C:2]1[C:3]([F:12])=[C:4]([C:8]([Cl:11])=[CH:9][CH:10]=1)[C:5]([NH:19][C:20]1[N:24]([C:25]2[CH:30]=[CH:29][CH:28]=[CH:27][CH:26]=2)[N:23]=[C:22]([C:31]#[N:32])[CH:21]=1)=[O:7]. The yield is 0.130. (6) The reactants are [C:1]([O:5][C:6]([N:8]1[CH2:13][CH2:12][N:11]([C:14]2[N:19]=[CH:18][C:17]([C:20]3[N:25]4[CH:26]=[C:27]([C:29]([O:31][CH2:32][CH3:33])=[O:30])[N:28]=[C:24]4[C:23](Cl)=[N:22][CH:21]=3)=[CH:16][CH:15]=2)[CH2:10][CH2:9]1)=[O:7])([CH3:4])([CH3:3])[CH3:2].[O:35]1[CH2:40][CH:39]=[C:38](B2OC(C)(C)C(C)(C)O2)[CH2:37][CH2:36]1. No catalyst specified. The product is [C:1]([O:5][C:6]([N:8]1[CH2:13][CH2:12][N:11]([C:14]2[N:19]=[CH:18][C:17]([C:20]3[N:25]4[CH:26]=[C:27]([C:29]([O:31][CH2:32][CH3:33])=[O:30])[N:28]=[C:24]4[C:23]([C:38]4[CH2:39][CH2:40][O:35][CH2:36][CH:37]=4)=[N:22][CH:21]=3)=[CH:16][CH:15]=2)[CH2:10][CH2:9]1)=[O:7])([CH3:4])([CH3:3])[CH3:2]. The yield is 0.440.